From a dataset of Forward reaction prediction with 1.9M reactions from USPTO patents (1976-2016). Predict the product of the given reaction. (1) Given the reactants [CH3:1][O:2][C:3]([CH:5]1[CH2:9][CH2:8][CH2:7][NH:6]1)=[O:4].C=O.[C:12]([BH3-])#N.[Na+], predict the reaction product. The product is: [CH3:12][N:6]1[CH2:7][CH2:8][CH2:9][CH:5]1[C:3]([O:2][CH3:1])=[O:4]. (2) Given the reactants CCCCCC.C([Li])CCC.S1C=CC=C1C1C=C(C(F)(F)F)NN=1.ClC(OCC)=O.C(OC([N:37]1[C:41]([C:42]([F:45])([F:44])[F:43])=[CH:40][C:39]([C:46]2[S:50][C:49]([C:51]([O:53][CH2:54][CH3:55])=[O:52])=[CH:48][CH:47]=2)=[N:38]1)=O)C.C(OC(N1C(C2SC(C(OCC)=O)=CC=2)=CC(C(F)(F)F)=N1)=O)C.C(=O)(O)[O-].[Na+], predict the reaction product. The product is: [F:44][C:42]([F:43])([F:45])[C:41]1[NH:37][N:38]=[C:39]([C:46]2[S:50][C:49]([C:51]([O:53][CH2:54][CH3:55])=[O:52])=[CH:48][CH:47]=2)[CH:40]=1.